Dataset: Forward reaction prediction with 1.9M reactions from USPTO patents (1976-2016). Task: Predict the product of the given reaction. (1) Given the reactants [CH:1](=O)[C:2]1[CH:7]=[CH:6][C:5]([O:8][CH3:9])=[CH:4][CH:3]=1.[NH2:11][C:12]1[N:13]=[N:14][C:15]([CH3:18])=[CH:16][CH:17]=1.C([O:21][C:22](=O)[C:23]([OH:36])=[CH:24][C:25]([C:27]1[CH:32]=[CH:31][C:30]([CH:33]([CH3:35])[CH3:34])=[CH:29][CH:28]=1)=[O:26])C, predict the reaction product. The product is: [OH:36][C:23]1[C:22](=[O:21])[N:11]([C:12]2[N:13]=[N:14][C:15]([CH3:18])=[CH:16][CH:17]=2)[CH:1]([C:2]2[CH:7]=[CH:6][C:5]([O:8][CH3:9])=[CH:4][CH:3]=2)[C:24]=1[C:25](=[O:26])[C:27]1[CH:32]=[CH:31][C:30]([CH:33]([CH3:35])[CH3:34])=[CH:29][CH:28]=1. (2) Given the reactants [CH2:1]([O:3][P:4]([CH2:9][C:10]1[CH:15]=[CH:14][C:13]([NH:16][C:17]2[N:22]=[C:21](Cl)[C:20]([C:24]([F:27])([F:26])[F:25])=[CH:19][N:18]=2)=[C:12]([O:28][CH3:29])[CH:11]=1)(=[O:8])[O:5][CH2:6][CH3:7])[CH3:2].[NH2:30][C:31]1[CH:32]=[CH:33][C:34]([CH:42]2[CH2:47][CH2:46][CH:45]([N:48]([CH2:50][CH3:51])[CH3:49])[CH2:44][CH2:43]2)=[C:35]2[C:39]=1[C:38](=[O:40])[N:37]([CH3:41])[CH2:36]2, predict the reaction product. The product is: [CH2:1]([O:3][P:4]([CH2:9][C:10]1[CH:15]=[CH:14][C:13]([NH:16][C:17]2[N:22]=[C:21]([NH:30][C:31]3[CH:32]=[CH:33][C:34]([CH:42]4[CH2:43][CH2:44][CH:45]([N:48]([CH2:50][CH3:51])[CH3:49])[CH2:46][CH2:47]4)=[C:35]4[C:39]=3[C:38](=[O:40])[N:37]([CH3:41])[CH2:36]4)[C:20]([C:24]([F:27])([F:26])[F:25])=[CH:19][N:18]=2)=[C:12]([O:28][CH3:29])[CH:11]=1)(=[O:8])[O:5][CH2:6][CH3:7])[CH3:2]. (3) Given the reactants [Cl:1][C:2]1[N:7]=[C:6]([C:8]([O:10][CH3:11])=[O:9])[CH:5]=[C:4](Cl)[N:3]=1.[F:13][C:14]([F:26])([F:25])[O:15][C:16]1[CH:17]=[C:18](B(O)O)[CH:19]=[CH:20][CH:21]=1.C([O-])([O-])=O.[Na+].[Na+], predict the reaction product. The product is: [Cl:1][C:2]1[N:7]=[C:6]([C:8]([O:10][CH3:11])=[O:9])[CH:5]=[C:4]([C:18]2[CH:19]=[CH:20][CH:21]=[C:16]([O:15][C:14]([F:13])([F:25])[F:26])[CH:17]=2)[N:3]=1.